Dataset: NCI-60 drug combinations with 297,098 pairs across 59 cell lines. Task: Regression. Given two drug SMILES strings and cell line genomic features, predict the synergy score measuring deviation from expected non-interaction effect. Drug 1: CCCCCOC(=O)NC1=NC(=O)N(C=C1F)C2C(C(C(O2)C)O)O. Drug 2: C1CNP(=O)(OC1)N(CCCl)CCCl. Cell line: SNB-75. Synergy scores: CSS=0.0385, Synergy_ZIP=-0.0510, Synergy_Bliss=0.230, Synergy_Loewe=-2.54, Synergy_HSA=-1.56.